The task is: Predict the reactants needed to synthesize the given product.. This data is from Full USPTO retrosynthesis dataset with 1.9M reactions from patents (1976-2016). Given the product [NH2:17][C:18]1[N:23]2[CH:24]=[C:25]([CH3:27])[N:26]=[C:22]2[C:21]([C:29]([NH:31][CH2:32][CH:33]2[CH2:34][CH2:35][N:36]([CH2:39][C:40]([O:43][CH3:44])([CH3:41])[CH3:42])[CH2:37][CH2:38]2)=[O:30])=[CH:20][C:19]=1[Cl:45], predict the reactants needed to synthesize it. The reactants are: CC1N2C(N)=C(Cl)C=C(C(O)=O)C2=NC=1C.[NH2:17][C:18]1[N:23]2[CH:24]=[C:25]([CH2:27]C)[N:26]=[C:22]2[C:21]([C:29]([NH:31][CH2:32][CH:33]2[CH2:38][CH2:37][N:36]([CH2:39][C:40]([O:43][CH3:44])([CH3:42])[CH3:41])[CH2:35][CH2:34]2)=[O:30])=[CH:20][C:19]=1[Cl:45].